Predict which catalyst facilitates the given reaction. From a dataset of Catalyst prediction with 721,799 reactions and 888 catalyst types from USPTO. (1) Reactant: [C:1]([O:4][CH2:5][C:6]([NH:33][C:34](=[O:36])[CH3:35])([CH2:12][CH2:13][C:14]1[CH:19]=[CH:18][C:17]([C:20]2[CH:25]=[CH:24][C:23]([C:26](=O)[CH2:27][CH2:28][CH2:29][CH2:30][CH3:31])=[CH:22][CH:21]=2)=[CH:16][CH:15]=1)[CH2:7][O:8][C:9](=[O:11])[CH3:10])(=[O:3])[CH3:2].C([SiH](CC)CC)C. Product: [C:9]([O:8][CH2:7][C:6]([NH:33][C:34](=[O:36])[CH3:35])([CH2:12][CH2:13][C:14]1[CH:15]=[CH:16][C:17]([C:20]2[CH:25]=[CH:24][C:23]([CH2:26][CH2:27][CH2:28][CH2:29][CH2:30][CH3:31])=[CH:22][CH:21]=2)=[CH:18][CH:19]=1)[CH2:5][O:4][C:1](=[O:3])[CH3:2])(=[O:11])[CH3:10]. The catalyst class is: 55. (2) Reactant: C(Cl)(=O)C(Cl)=O.[CH2:7]([N:9]1[CH:13]=[C:12]([NH:14][C:15](=[O:39])[CH2:16][C:17]2[CH:22]=[CH:21][C:20]([O:23][C:24]3[C:33]4[C:28](=[CH:29][CH:30]=[C:31]([C:34]([OH:36])=O)[CH:32]=4)[N:27]=[CH:26][CH:25]=3)=[CH:19][C:18]=2[O:37][CH3:38])[CH:11]=[N:10]1)[CH3:8].C(OCC)C.[CH3:45][NH2:46]. Product: [CH2:7]([N:9]1[CH:13]=[C:12]([NH:14][C:15](=[O:39])[CH2:16][C:17]2[CH:22]=[CH:21][C:20]([O:23][C:24]3[C:33]4[C:28](=[CH:29][CH:30]=[C:31]([C:34](=[O:36])[NH:46][CH3:45])[CH:32]=4)[N:27]=[CH:26][CH:25]=3)=[CH:19][C:18]=2[O:37][CH3:38])[CH:11]=[N:10]1)[CH3:8]. The catalyst class is: 2.